Dataset: Forward reaction prediction with 1.9M reactions from USPTO patents (1976-2016). Task: Predict the product of the given reaction. (1) Given the reactants [NH2:1][CH:2]([C:31]([F:34])([F:33])[F:32])[CH2:3][C:4]([NH:6][C:7]1[C:16]2[C:11](=[CH:12][CH:13]=[C:14]([CH3:17])[CH:15]=2)[N:10]=[C:9]([N:18]2[CH2:24][C:23]3[CH:25]=[CH:26][CH:27]=[CH:28][C:22]=3[S:21](=[O:30])(=[O:29])[CH2:20][CH2:19]2)[CH:8]=1)=O.Cl, predict the reaction product. The product is: [O:30]=[S:21]1(=[O:29])[C:22]2[CH:28]=[CH:27][CH:26]=[CH:25][C:23]=2[CH2:24][N:18]([C:9]2[CH:8]=[C:7]([NH:6][CH2:4][CH2:3][CH:2]([NH2:1])[C:31]([F:34])([F:33])[F:32])[C:16]3[C:11](=[CH:12][CH:13]=[C:14]([CH3:17])[CH:15]=3)[N:10]=2)[CH2:19][CH2:20]1. (2) Given the reactants C(O)(C(F)(F)F)=O.ClC1C(OC[C@@H]2COCCN2CC2C=CC(OC)=CC=2OC)=CC(C#N)=CC=1N[C:37]1[N:42]=[C:41]([N:43]([CH:53]2[CH2:55][CH2:54]2)CC2C=CC(OC)=CC=2)[C:40]2=[N:56][CH:57]=[C:58]([C:59]#[N:60])[N:39]2[N:38]=1.C1(OC)C=CC=CC=1, predict the reaction product. The product is: [CH:53]1([NH:43][C:41]2[C:40]3=[N:56][CH:57]=[C:58]([C:59]#[N:60])[N:39]3[N:38]=[CH:37][N:42]=2)[CH2:55][CH2:54]1.